This data is from HIV replication inhibition screening data with 41,000+ compounds from the AIDS Antiviral Screen. The task is: Binary Classification. Given a drug SMILES string, predict its activity (active/inactive) in a high-throughput screening assay against a specified biological target. (1) The compound is OCC1CC1n1cnc2c(O)ncnc21. The result is 0 (inactive). (2) The molecule is COc1ccc(-c2coc3c(OC)c(OC)c(OC)c(OC)c3c2=O)cc1. The result is 0 (inactive). (3) The molecule is COc1ccc(C(C#N)=Cc2ccccc2)cc1. The result is 0 (inactive). (4) The result is 0 (inactive). The compound is Cc1ccc2cccc3c2c1CC1(C3=O)S(=O)(=O)OCCOS1(=O)=O.